Dataset: Full USPTO retrosynthesis dataset with 1.9M reactions from patents (1976-2016). Task: Predict the reactants needed to synthesize the given product. (1) Given the product [ClH:1].[Cl:20][C:21]1[CH:22]=[C:23]([NH:24][C:2]2[C:3]3[N:4]([C:16]([CH3:19])=[CH:17][CH:18]=3)[C:5]([C:8]([N:10]3[CH2:15][CH2:14][O:13][CH2:12][CH2:11]3)=[O:9])=[CH:6][N:7]=2)[CH:25]=[CH:26][CH:27]=1, predict the reactants needed to synthesize it. The reactants are: [Cl:1][C:2]1[C:3]2[N:4]([C:16]([CH3:19])=[CH:17][CH:18]=2)[C:5]([C:8]([N:10]2[CH2:15][CH2:14][O:13][CH2:12][CH2:11]2)=[O:9])=[CH:6][N:7]=1.[Cl:20][C:21]1[CH:22]=[C:23]([CH:25]=[CH:26][CH:27]=1)[NH2:24].CS(O)(=O)=O. (2) Given the product [CH2:14]([O:1][C:2]1[CH:3]=[C:4]([CH:9]=[CH:10][CH:11]=1)[C:5]([OH:7])=[O:6])[C:15]1[CH:20]=[CH:19][CH:18]=[CH:17][CH:16]=1, predict the reactants needed to synthesize it. The reactants are: [OH:1][C:2]1[CH:3]=[C:4]([CH:9]=[CH:10][CH:11]=1)[C:5]([O:7]C)=[O:6].[H-].[Na+].[CH2:14](Br)[C:15]1[CH:20]=[CH:19][CH:18]=[CH:17][CH:16]=1.[Cl-].[NH4+]. (3) Given the product [CH2:12]([O:11][C:9](=[O:10])/[CH:14]=[CH:7]/[C:4]1[CH:3]=[CH:2][N:1]=[CH:6][CH:5]=1)[CH3:13], predict the reactants needed to synthesize it. The reactants are: [N:1]1[CH:6]=[CH:5][C:4]([CH:7]=O)=[CH:3][CH:2]=1.[C:9]([CH:14]=P(C1C=CC=CC=1)(C1C=CC=CC=1)C1C=CC=CC=1)([O:11][CH2:12][CH3:13])=[O:10].